From a dataset of Full USPTO retrosynthesis dataset with 1.9M reactions from patents (1976-2016). Predict the reactants needed to synthesize the given product. (1) Given the product [NH2:8][C:7]1[C:2]([NH:14][C:13]2[CH:15]=[C:16]([O:21][CH2:22][C:23]3[C:28]([O:29][CH3:30])=[CH:27][CH:26]=[C:25]([F:31])[C:24]=3[F:32])[C:17]([O:19][CH3:20])=[CH:18][C:12]=2[Cl:11])=[N:3][CH:4]=[CH:5][CH:6]=1, predict the reactants needed to synthesize it. The reactants are: Cl[C:2]1[C:7]([N+:8]([O-])=O)=[CH:6][CH:5]=[CH:4][N:3]=1.[Cl:11][C:12]1[CH:18]=[C:17]([O:19][CH3:20])[C:16]([O:21][CH2:22][C:23]2[C:28]([O:29][CH3:30])=[CH:27][CH:26]=[C:25]([F:31])[C:24]=2[F:32])=[CH:15][C:13]=1[NH2:14].C(N(CC)C(C)C)(C)C.O. (2) The reactants are: [C:1]([O:5][C@H:6]1[CH2:10][N:9](C(=O)CC(C2C=CC=CC=2)(C2C=CC=CC=2)C2C=CC=CC=2)[C@H:8]([C:33]([N:35]2[CH2:39][CH2:38][CH2:37][C@@H:36]2C(NC[C@H]2CCCNC2)=O)=[O:34])[CH2:7]1)([CH3:4])([CH3:3])[CH3:2].[C:50]([O:54][C:55]([N:57]1[CH2:62][CH2:61][CH2:60][C@H:59]([CH2:63]N2CCCC2C(N)=O)[CH2:58]1)=[O:56])([CH3:53])([CH3:52])[CH3:51].C([O:79][C:80]([N:82]1C[C@H](O)C[C@H]1C(OC(C)(C)C)=O)=O)C1C=CC=CC=1. Given the product [C:50]([O:54][C:55]([N:57]1[CH2:62][CH2:61][CH2:60][C@H:59]([CH2:63][C:36]2([C:80]([NH2:82])=[O:79])[CH2:37][CH2:38][CH2:39][N:35]2[C:33]([C@@H:8]2[CH2:7][C@@H:6]([O:5][C:1]([CH3:2])([CH3:3])[CH3:4])[CH2:10][NH:9]2)=[O:34])[CH2:58]1)=[O:56])([CH3:51])([CH3:52])[CH3:53], predict the reactants needed to synthesize it. (3) Given the product [NH2:10][CH:9]([CH2:14][C:15]1[CH:20]=[CH:19][C:18]([CH3:21])=[C:17]([O:22][C:23]([F:28])([F:27])[CH:24]([F:26])[F:25])[CH:16]=1)[CH:8]([C:5]1[CH:6]=[CH:7][C:2]([F:1])=[CH:3][CH:4]=1)[OH:12], predict the reactants needed to synthesize it. The reactants are: [F:1][C:2]1[CH:7]=[CH:6][C:5]([CH:8]2[O:12]C(=O)[NH:10][CH:9]2[CH2:14][C:15]2[CH:20]=[CH:19][C:18]([CH3:21])=[C:17]([O:22][C:23]([F:28])([F:27])[CH:24]([F:26])[F:25])[CH:16]=2)=[CH:4][CH:3]=1.[OH-].[Na+]. (4) Given the product [CH2:66]([O:69][C:70]([C:72]1([NH:75][C:16]([C:13]2[N:12]3[C@@:8]([CH2:7][C:6]4[CH:30]=[CH:31][C:3]([C:1]#[N:2])=[CH:4][CH:5]=4)([CH3:29])[C:9](=[O:28])[N:10]([C:19]4[CH:20]=[C:21]([Cl:27])[C:22]([F:26])=[C:23]([Cl:25])[CH:24]=4)[C:11]3=[N:15][CH:14]=2)=[O:17])[CH2:74][CH2:73]1)=[O:71])[CH:67]=[CH2:68], predict the reactants needed to synthesize it. The reactants are: [C:1]([C:3]1[CH:31]=[CH:30][C:6]([CH2:7][C@@:8]2([CH3:29])[N:12]3[C:13]([C:16](O)=[O:17])=[CH:14][N:15]=[C:11]3[N:10]([C:19]3[CH:24]=[C:23]([Cl:25])[C:22]([F:26])=[C:21]([Cl:27])[CH:20]=3)[C:9]2=[O:28])=[CH:5][CH:4]=1)#[N:2].CN(C(ON1N=NC2C=CC=NC1=2)=[N+](C)C)C.F[P-](F)(F)(F)(F)F.C(N(C(C)C)CC)(C)C.Cl.[CH2:66]([O:69][C:70]([C:72]1([NH2:75])[CH2:74][CH2:73]1)=[O:71])[CH:67]=[CH2:68]. (5) Given the product [C:1]([O:5][C:6]([N:8]1[CH:15]2[CH:11]([C:12]([C:16]#[CH:17])=[N:13][O:14]2)[CH2:10][CH2:9]1)=[O:7])([CH3:4])([CH3:3])[CH3:2], predict the reactants needed to synthesize it. The reactants are: [C:1]([O:5][C:6]([N:8]1[CH:15]2[CH:11]([C:12]([C:16]#[C:17][Si](C)(C)C)=[N:13][O:14]2)[CH2:10][CH2:9]1)=[O:7])([CH3:4])([CH3:3])[CH3:2].C([O-])([O-])=O.[K+].[K+].O. (6) Given the product [CH3:57][NH:58][CH2:59][CH2:60][NH:61][C:48]1[C:53]([CH3:54])=[CH:52][C:51]([CH3:55])=[CH:50][C:49]=1[CH3:56], predict the reactants needed to synthesize it. The reactants are: C1(P(C2C=CC=CC=2)C2C=CC3C(=CC=CC=3)C=2C2C3C(=CC=CC=3)C=CC=2P(C2C=CC=CC=2)C2C=CC=CC=2)C=CC=CC=1.Br[C:48]1[C:53]([CH3:54])=[CH:52][C:51]([CH3:55])=[CH:50][C:49]=1[CH3:56].[CH3:57][NH:58][CH2:59][CH2:60][NH2:61].CC(C)([O-])C.[Na+]. (7) The reactants are: [CH3:1][C:2]1[C:7]([N:8]2[CH2:16][C:15]3[C:10](=[CH:11][CH:12]=[CH:13][CH:14]=3)[C:9]2=[O:17])=[CH:6][CH:5]=[CH:4][C:3]=1[C:18]1[C:30]2[C:29]3[C:24](=[CH:25][CH:26]=[CH:27][CH:28]=3)[NH:23][C:22]=2[C:21]([C:31]([NH2:33])=[O:32])=[CH:20][CH:19]=1.Cl.[OH-:35].[Na+]. Given the product [OH:35][CH:21]([CH2:31][OH:32])[CH2:22][NH:23][C:26]1[CH:25]=[C:24]2[C:29]([C:30]3[C:18]([C:3]4[CH:4]=[CH:5][CH:6]=[C:7]([N:8]5[CH2:16][C:15]6[C:10](=[CH:11][CH:12]=[CH:13][CH:14]=6)[C:9]5=[O:17])[C:2]=4[CH3:1])=[CH:19][CH:20]=[C:21]([C:31]([NH2:33])=[O:32])[C:22]=3[NH:23]2)=[CH:28][CH:27]=1, predict the reactants needed to synthesize it.